This data is from Forward reaction prediction with 1.9M reactions from USPTO patents (1976-2016). The task is: Predict the product of the given reaction. (1) Given the reactants [OH:1][CH2:2][N:3]1[C:7](=[O:8])[C:6]([C:15]2[CH:20]=[CH:19][CH:18]=[CH:17][CH:16]=2)([C:9]2[CH:14]=[CH:13][CH:12]=[CH:11][CH:10]=2)[NH:5][C:4]1=[O:21].[O:22]1[CH:27]=[CH:26][CH2:25][CH2:24][CH2:23]1, predict the reaction product. The product is: [C:9]1([C:6]2([C:15]3[CH:16]=[CH:17][CH:18]=[CH:19][CH:20]=3)[NH:5][C:4](=[O:21])[N:3]([CH2:2][O:1][CH:23]3[CH2:24][CH2:25][CH2:26][CH2:27][O:22]3)[C:7]2=[O:8])[CH:14]=[CH:13][CH:12]=[CH:11][CH:10]=1. (2) Given the reactants C[O:2][C:3]1[C:8]2[NH:9][C:10]([C:12]3[S:13][CH:14]=[CH:15][CH:16]=3)=[N:11][C:7]=2[C:6]([C:17]([NH:19][CH2:20][CH2:21][NH:22][S:23]([C:26]2[CH:31]=[CH:30][N:29]=[CH:28][CH:27]=2)(=[O:25])=[O:24])=[O:18])=[CH:5][CH:4]=1.B(Br)(Br)Br, predict the reaction product. The product is: [OH:2][C:3]1[C:8]2[NH:9][C:10]([C:12]3[S:13][CH:14]=[CH:15][CH:16]=3)=[N:11][C:7]=2[C:6]([C:17]([NH:19][CH2:20][CH2:21][NH:22][S:23]([C:26]2[CH:27]=[CH:28][N:29]=[CH:30][CH:31]=2)(=[O:24])=[O:25])=[O:18])=[CH:5][CH:4]=1.